Dataset: Forward reaction prediction with 1.9M reactions from USPTO patents (1976-2016). Task: Predict the product of the given reaction. The product is: [NH2:1][C:4]1[CH:5]=[CH:6][C:7]([O:8][C:9]2[CH:10]=[C:11]([N:15]([CH2:23][C:24]3[CH:29]=[CH:28][CH:27]=[C:26]([O:30][C:31]([F:35])([F:36])[CH:32]([F:33])[F:34])[CH:25]=3)[CH2:16][CH:17]([OH:22])[C:18]([F:21])([F:20])[F:19])[CH:12]=[CH:13][CH:14]=2)=[CH:37][CH:38]=1.[CH2:41]([NH:1][C:4]1[CH:38]=[CH:37][C:7]([O:8][C:9]2[CH:10]=[C:11]([N:15]([CH2:23][C:24]3[CH:29]=[CH:28][CH:27]=[C:26]([O:30][C:31]([F:36])([F:35])[CH:32]([F:34])[F:33])[CH:25]=3)[CH2:16][CH:17]([OH:22])[C:18]([F:21])([F:20])[F:19])[CH:12]=[CH:13][CH:14]=2)=[CH:6][CH:5]=1)[CH3:42]. Given the reactants [N+:1]([C:4]1[CH:38]=[CH:37][C:7]([O:8][C:9]2[CH:10]=[C:11]([N:15]([CH2:23][C:24]3[CH:29]=[CH:28][CH:27]=[C:26]([O:30][C:31]([F:36])([F:35])[CH:32]([F:34])[F:33])[CH:25]=3)[CH2:16][CH:17]([OH:22])[C:18]([F:21])([F:20])[F:19])[CH:12]=[CH:13][CH:14]=2)=[CH:6][CH:5]=1)([O-])=O.[H][H].[CH2:41](O)[CH3:42], predict the reaction product.